From a dataset of Catalyst prediction with 721,799 reactions and 888 catalyst types from USPTO. Predict which catalyst facilitates the given reaction. (1) Reactant: [C:1]([O-:4])([O-:3])=[O:2].[K+:5].[K+]. Product: [C:1]([O-:4])([O-:3])=[O:2].[K+:5].[K+:5].[C:1](=[O:3])=[O:2]. The catalyst class is: 6. (2) Reactant: [Br:1][C:2]1[CH:3]=[CH:4][C:5]([O:34][CH2:35][CH2:36][N:37]2[CH2:42][CH2:41][CH2:40][CH2:39][CH2:38]2)=[C:6]2[C:11]=1[CH:10]([C:12]([O:14]CC)=[O:13])[N:9]([S:17]([C:20]1[CH:25]=[CH:24][C:23]([O:26][C:27]3[CH:32]=[CH:31][C:30]([F:33])=[CH:29][CH:28]=3)=[CH:22][CH:21]=1)(=[O:19])=[O:18])[CH2:8][CH2:7]2.[OH-].[K+]. Product: [Br:1][C:2]1[CH:3]=[CH:4][C:5]([O:34][CH2:35][CH2:36][N:37]2[CH2:42][CH2:41][CH2:40][CH2:39][CH2:38]2)=[C:6]2[C:11]=1[CH:10]([C:12]([OH:14])=[O:13])[N:9]([S:17]([C:20]1[CH:21]=[CH:22][C:23]([O:26][C:27]3[CH:32]=[CH:31][C:30]([F:33])=[CH:29][CH:28]=3)=[CH:24][CH:25]=1)(=[O:19])=[O:18])[CH2:8][CH2:7]2. The catalyst class is: 5. (3) Reactant: [CH2:1]([O:3][NH2:4])[CH3:2].[C:5]([C:8]1[CH:13]=[CH:12][C:11]([S:14]([NH:17][CH2:18][C:19]2[CH:24]=[CH:23][N:22]=[CH:21][CH:20]=2)(=[O:16])=[O:15])=[CH:10][CH:9]=1)(=O)[CH3:6].Cl.C([O-])(O)=O.[Na+]. Product: [CH2:1]([O:3][N:4]=[C:5]([C:8]1[CH:9]=[CH:10][C:11]([S:14]([NH:17][CH2:18][C:19]2[CH:20]=[CH:21][N:22]=[CH:23][CH:24]=2)(=[O:15])=[O:16])=[CH:12][CH:13]=1)[CH3:6])[CH3:2]. The catalyst class is: 24. (4) Reactant: [CH2:1]([Li])CCC.[CH3:6][C:7]1([CH3:24])[C:16]2[C:11](=[CH:12][C:13]([C:17](=O)[CH2:18][CH2:19][CH2:20][CH2:21][CH3:22])=[CH:14][CH:15]=2)[O:10][CH2:9][CH2:8]1. Product: [CH3:6][C:7]1([CH3:24])[C:16]2[C:11](=[CH:12][C:13]([C:17](=[CH2:1])[CH2:18][CH2:19][CH2:20][CH2:21][CH3:22])=[CH:14][CH:15]=2)[O:10][CH2:9][CH2:8]1. The catalyst class is: 307. (5) Product: [Br:1][C:2]1[CH:3]=[C:4]([OH:11])[C:5]([Cl:8])=[N:6][CH:7]=1. Reactant: [Br:1][C:2]1[CH:3]=[C:4](N)[C:5]([Cl:8])=[N:6][CH:7]=1.N([O-])=[O:11].[Na+].[OH-].[Na+]. The catalyst class is: 561. (6) Reactant: [Br:1][C:2]1[C:3]([CH3:10])=[C:4]([CH:7]=[CH:8][CH:9]=1)[CH:5]=O.[NH:11]1[C:19]2[C:14](=[CH:15][CH:16]=[CH:17][CH:18]=2)[CH2:13][C:12]1=[O:20].N1CCCCC1. Product: [Br:1][C:2]1[C:3]([CH3:10])=[C:4]([CH:7]=[CH:8][CH:9]=1)[CH:5]=[C:13]1[C:14]2[C:19](=[CH:18][CH:17]=[CH:16][CH:15]=2)[NH:11][C:12]1=[O:20]. The catalyst class is: 8. (7) Reactant: [NH2:1][C:2]1[CH:22]=[CH:21][C:5]([O:6][C:7]2[CH:12]=[CH:11][N:10]=[C:9]([NH2:13])[C:8]=2[N:14]([CH3:20])[C:15](=O)[O:16]CC)=[CH:4][CH:3]=1.[O-]CC.[Na+].[Na]. Product: [NH2:1][C:2]1[CH:22]=[CH:21][C:5]([O:6][C:7]2[CH:12]=[CH:11][N:10]=[C:9]3[NH:13][C:15](=[O:16])[N:14]([CH3:20])[C:8]=23)=[CH:4][CH:3]=1. The catalyst class is: 40.